From a dataset of Peptide-MHC class I binding affinity with 185,985 pairs from IEDB/IMGT. Regression. Given a peptide amino acid sequence and an MHC pseudo amino acid sequence, predict their binding affinity value. This is MHC class I binding data. (1) The peptide sequence is IIQKIKECFR. The MHC is Patr-A0301 with pseudo-sequence Patr-A0301. The binding affinity (normalized) is 0.0263. (2) The peptide sequence is FIFLKKNEL. The binding affinity (normalized) is 0.217. The MHC is HLA-B15:01 with pseudo-sequence HLA-B15:01. (3) The binding affinity (normalized) is 0.319. The MHC is HLA-B07:02 with pseudo-sequence HLA-B07:02. The peptide sequence is VPDIKLDAV. (4) The peptide sequence is ACRCGRFQK. The MHC is HLA-A31:01 with pseudo-sequence HLA-A31:01. The binding affinity (normalized) is 0.328.